Dataset: Catalyst prediction with 721,799 reactions and 888 catalyst types from USPTO. Task: Predict which catalyst facilitates the given reaction. (1) Reactant: Cl[C:2]1[C:11]2[C:6](=[CH:7][C:8]([F:14])=[C:9]([O:12][CH3:13])[CH:10]=2)[N:5]=[CH:4][C:3]=1[C:15]#[N:16].[Cl:17][C:18]1[CH:19]=[C:20]([NH2:31])[CH:21]=[CH:22][C:23]=1[S:24][C:25]1[CH:30]=[CH:29][CH:28]=[CH:27][N:26]=1.Cl.N1C=CC=CC=1. Product: [Cl:17][C:18]1[CH:19]=[C:20]([NH:31][C:2]2[C:11]3[C:6](=[CH:7][C:8]([F:14])=[C:9]([O:12][CH3:13])[CH:10]=3)[N:5]=[CH:4][C:3]=2[C:15]#[N:16])[CH:21]=[CH:22][C:23]=1[S:24][C:25]1[CH:30]=[CH:29][CH:28]=[CH:27][N:26]=1. The catalyst class is: 486. (2) Reactant: Cl[C:2]1[CH:7]=[C:6]([Cl:8])[N:5]=[C:4]([NH2:9])[N:3]=1.C(N(CC)CC)C.[CH:17]1([CH2:23][NH2:24])[CH2:22][CH2:21][CH2:20][CH2:19][CH2:18]1. Product: [Cl:8][C:6]1[N:5]=[C:4]([NH2:9])[N:3]=[C:2]([NH:24][CH2:23][CH:17]2[CH2:22][CH2:21][CH2:20][CH2:19][CH2:18]2)[CH:7]=1. The catalyst class is: 5. (3) Reactant: [CH3:1][CH2:2][O:3][C:4]([C:6]1[NH:7][C:8]2[C:13]([CH:14]=1)=[CH:12][C:11]([C:15]([OH:17])=O)=[CH:10][CH:9]=2)=[O:5].F[B-](F)(F)F.N1(OC(N(C)C)=[N+](C)C)C2C=CC=CC=2N=N1.Cl.Cl.[CH3:42][N:43]([CH3:50])[CH:44]1[CH2:49][CH2:48][NH:47][CH2:46][CH2:45]1.C(N(CC)C(C)C)(C)C. Product: [CH2:2]([O:3][C:4]([C:6]1[NH:7][C:8]2[C:13]([CH:14]=1)=[CH:12][C:11]([C:15]([N:47]1[CH2:48][CH2:49][CH:44]([N:43]([CH3:50])[CH3:42])[CH2:45][CH2:46]1)=[O:17])=[CH:10][CH:9]=2)=[O:5])[CH3:1]. The catalyst class is: 9. (4) Reactant: [C:1]([C:5]1[N:9]([CH2:10][CH:11]2[CH2:16][CH2:15][O:14][CH2:13][CH2:12]2)[C:8]2[CH:17]=[CH:18][C:19]([NH:21][C:22](=O)OC)=[CH:20][C:7]=2[N:6]=1)([CH3:4])([CH3:3])[CH3:2].Cl.CCOCC.[H-].[H-].[H-].[H-].[Li+].[Al+3]. Product: [C:1]([C:5]1[N:9]([CH2:10][CH:11]2[CH2:16][CH2:15][O:14][CH2:13][CH2:12]2)[C:8]2[CH:17]=[CH:18][C:19]([NH:21][CH3:22])=[CH:20][C:7]=2[N:6]=1)([CH3:4])([CH3:2])[CH3:3]. The catalyst class is: 1. (5) Reactant: CCN(C(C)C)C(C)C.[OH:10][CH2:11][C@H:12]([CH3:39])[O:13][C:14]1[CH:15]=[C:16]([CH:27]=[C:28]([C:30]([NH:32][C:33]2[CH:37]=[CH:36][N:35]([CH3:38])[N:34]=2)=[O:31])[CH:29]=1)[O:17][C:18]1[CH:26]=[CH:25][C:21]([C:22]([OH:24])=O)=[CH:20][CH:19]=1.CN(C(ON1N=N[C:50]2[CH:51]=[CH:52][CH:53]=[N:54][C:49]1=2)=[N+](C)C)C.F[P-](F)(F)(F)(F)F.N1CCCCC1. Product: [OH:10][CH2:11][C@H:12]([CH3:39])[O:13][C:14]1[CH:29]=[C:28]([CH:27]=[C:16]([O:17][C:18]2[CH:26]=[CH:25][C:21]([C:22]([N:54]3[CH2:49][CH2:50][CH2:51][CH2:52][CH2:53]3)=[O:24])=[CH:20][CH:19]=2)[CH:15]=1)[C:30]([NH:32][C:33]1[CH:37]=[CH:36][N:35]([CH3:38])[N:34]=1)=[O:31]. The catalyst class is: 3. (6) Reactant: Br[CH2:2][CH2:3][CH2:4][O:5][C:6]1[CH:11]=[CH:10][C:9]([C:12]2[C:16]3[CH:17]=[CH:18][C:19]([F:21])=[CH:20][C:15]=3[O:14][N:13]=2)=[CH:8][CH:7]=1.[Cl:22][C:23]1[CH:24]=[C:25]([CH:28]=[CH:29][C:30]=1[Cl:31])[CH2:26][NH2:27].C(=O)([O-])[O-].[K+].[K+].[I-].[K+]. Product: [Cl:22][C:23]1[CH:24]=[C:25]([CH:28]=[CH:29][C:30]=1[Cl:31])[CH2:26][NH:27][CH2:2][CH2:3][CH2:4][O:5][C:6]1[CH:11]=[CH:10][C:9]([C:12]2[C:16]3[CH:17]=[CH:18][C:19]([F:21])=[CH:20][C:15]=3[O:14][N:13]=2)=[CH:8][CH:7]=1. The catalyst class is: 10. (7) Reactant: Cl[C:2]1[C:7]([C:8]#[N:9])=[C:6]([C:10]2[CH:14]=[CH:13][NH:12][N:11]=2)[C:5]([C:15]#[N:16])=[C:4]([S:17][CH2:18][C:19]2[N:20]=[C:21]([C:24]3[CH:29]=[CH:28][C:27]([Cl:30])=[CH:26][CH:25]=3)[S:22][CH:23]=2)[N:3]=1.[NH2:31][CH2:32][CH2:33][OH:34].CO. Product: [Cl:30][C:27]1[CH:28]=[CH:29][C:24]([C:21]2[S:22][CH:23]=[C:19]([CH2:18][S:17][C:4]3[C:5]([C:15]#[N:16])=[C:6]([C:10]4[CH:14]=[CH:13][NH:12][N:11]=4)[C:7]([C:8]#[N:9])=[C:2]([NH:31][CH2:32][CH2:33][OH:34])[N:3]=3)[N:20]=2)=[CH:25][CH:26]=1. The catalyst class is: 7.